Dataset: Reaction yield outcomes from USPTO patents with 853,638 reactions. Task: Predict the reaction yield, written as a fraction of the theoretical maximum amount of product (1.0 means a 100% yield; for example, 0.34 means a 34% yield). (1) The reactants are [C:1](O)(=O)[CH3:2].[NH:5]1[CH2:15][CH2:14][CH:8]([C:9]([O:11][CH2:12][CH3:13])=[O:10])[CH2:7][CH2:6]1.C(O[BH-](O[C:26](=[O:28])[CH3:27])OC(=O)C)(=O)C.[Na+].[C:30](=[O:33])(O)[O-].[Na+]. The catalyst is ClCCl. The product is [CH2:12]([O:11][C:9]([CH:8]1[CH2:7][CH2:6][N:5]([CH:2]2[CH2:1][CH2:15][N:5]([C:30]([O:28][CH2:26][CH3:27])=[O:33])[CH2:6][CH2:7]2)[CH2:15][CH2:14]1)=[O:10])[CH3:13]. The yield is 0.963. (2) The reactants are [CH3:1][NH:2]N.[F:4][C:5]1[CH:6]=[C:7]([C:11](=[NH:14])OC)[CH:8]=[CH:9][CH:10]=1.[CH2:15]([O:17][CH:18]([O:23][CH2:24][CH3:25])[C:19](=[NH:22])OC)[CH3:16].C(O)(=O)C. The catalyst is C1COCC1.C(Cl)Cl. The product is [CH2:15]([O:17][CH:18]([O:23][CH2:24][CH3:25])[C:19]1[N:2]([CH3:1])[N:14]=[C:11]([C:7]2[CH:8]=[CH:9][CH:10]=[C:5]([F:4])[CH:6]=2)[N:22]=1)[CH3:16]. The yield is 0.210. (3) The reactants are [F:1][C:2]1[CH:7]=[C:6](I)[CH:5]=[CH:4][C:3]=1[N:9]1[CH:14]=[C:13]([O:15][CH3:16])[C:12](=[O:17])[C:11]([C:18]2[N:22]([C:23]3[CH:28]=[CH:27][CH:26]=[CH:25][CH:24]=3)[N:21]=[CH:20][CH:19]=2)=[N:10]1.[CH2:29]1[C:31]2([CH2:35][NH:34][C:33](=[O:36])[O:32]2)[CH2:30]1.N[C@@H]1CCCC[C@H]1N.[O-]P([O-])([O-])=O.[K+].[K+].[K+]. The catalyst is O1CCOCC1.CCOC(C)=O.[Cu]I. The product is [F:1][C:2]1[CH:7]=[C:6]([N:34]2[CH2:35][C:31]3([CH2:29][CH2:30]3)[O:32][C:33]2=[O:36])[CH:5]=[CH:4][C:3]=1[N:9]1[CH:14]=[C:13]([O:15][CH3:16])[C:12](=[O:17])[C:11]([C:18]2[N:22]([C:23]3[CH:28]=[CH:27][CH:26]=[CH:25][CH:24]=3)[N:21]=[CH:20][CH:19]=2)=[N:10]1. The yield is 0.720. (4) The reactants are [N+:1]([C:4]1[CH:12]=[CH:11][C:7]([C:8]([OH:10])=O)=[CH:6][CH:5]=1)([O-:3])=[O:2].[N:13]1([C:19]([O:21][C:22]([CH3:25])([CH3:24])[CH3:23])=[O:20])[CH2:18][CH2:17][NH:16][CH2:15][CH2:14]1.Cl.CN(C)CCCN=C=NCC.CN1CCOCC1. The catalyst is ClCCl. The product is [N+:1]([C:4]1[CH:5]=[CH:6][C:7]([C:8]([N:16]2[CH2:15][CH2:14][N:13]([C:19]([O:21][C:22]([CH3:25])([CH3:24])[CH3:23])=[O:20])[CH2:18][CH2:17]2)=[O:10])=[CH:11][CH:12]=1)([O-:3])=[O:2]. The yield is 0.940. (5) The reactants are CC(OI1(OC(C)=O)(OC(C)=O)OC(=O)C2C=CC=CC1=2)=O.[OH:23][C@H:24]1[CH2:28][CH2:27][C@@H:26]([NH:29][C:30](=[O:36])[O:31][C:32]([CH3:35])([CH3:34])[CH3:33])[CH2:25]1. The catalyst is ClCCl. The product is [O:23]=[C:24]1[CH2:28][CH2:27][C@@H:26]([NH:29][C:30](=[O:36])[O:31][C:32]([CH3:34])([CH3:33])[CH3:35])[CH2:25]1. The yield is 0.840. (6) The yield is 0.650. The catalyst is CN(C=O)C. The product is [Cl:37][C:33]1[CH:32]=[C:31]([C:29]2[O:28][N:27]=[C:26]([CH:24]([C:15]3([C:16]([O:18][CH2:19][CH3:20])=[O:17])[CH2:14][CH2:13][CH2:12][N:11]4[C:7]([C:4]5[CH:5]=[CH:6][N:1]=[CH:2][CH:3]=5)=[N:8][N:9]=[C:10]34)[CH3:25])[N:30]=2)[CH:36]=[CH:35][CH:34]=1. The reactants are [N:1]1[CH:6]=[CH:5][C:4]([C:7]2[N:11]3[CH2:12][CH2:13][CH2:14][CH:15]([C:16]([O:18][CH2:19][CH3:20])=[O:17])[C:10]3=[N:9][N:8]=2)=[CH:3][CH:2]=1.[H-].[Na+].Cl[CH:24]([C:26]1[N:30]=[C:29]([C:31]2[CH:36]=[CH:35][CH:34]=[C:33]([Cl:37])[CH:32]=2)[O:28][N:27]=1)[CH3:25].[NH4+].[Cl-].